This data is from Peptide-MHC class II binding affinity with 134,281 pairs from IEDB. The task is: Regression. Given a peptide amino acid sequence and an MHC pseudo amino acid sequence, predict their binding affinity value. This is MHC class II binding data. (1) The peptide sequence is SDAKTLVLNIKYTRP. The MHC is DRB1_1302 with pseudo-sequence DRB1_1302. The binding affinity (normalized) is 0.444. (2) The peptide sequence is SPEVIPMFSALSE. The MHC is DRB1_1602 with pseudo-sequence DRB1_1602. The binding affinity (normalized) is 0.813. (3) The peptide sequence is AFILDGDNNFPKV. The MHC is DRB1_0401 with pseudo-sequence DRB1_0401. The binding affinity (normalized) is 0.611. (4) The peptide sequence is DESWQQFRQELIPLL. The MHC is DRB1_1302 with pseudo-sequence DRB1_1302. The binding affinity (normalized) is 0.596. (5) The peptide sequence is LSSNDLAKYKANWIE. The MHC is HLA-DPA10201-DPB10101 with pseudo-sequence HLA-DPA10201-DPB10101. The binding affinity (normalized) is 0.157.